Dataset: Full USPTO retrosynthesis dataset with 1.9M reactions from patents (1976-2016). Task: Predict the reactants needed to synthesize the given product. Given the product [BrH:25].[NH2:7][C:8]1[NH:9][C:10](=[O:23])[C:11]2[C:16]([Br:25])=[C:15]([C:17]3[CH:22]=[CH:21][CH:20]=[CH:19][CH:18]=3)[S:14][C:12]=2[N:13]=1, predict the reactants needed to synthesize it. The reactants are: C(OC(=O)[NH:7][C:8]1[NH:9][C:10](=[O:23])[C:11]2[CH:16]=[C:15]([C:17]3[CH:22]=[CH:21][CH:20]=[CH:19][CH:18]=3)[S:14][C:12]=2[N:13]=1)(C)(C)C.[Br:25]Br.